The task is: Predict the reaction yield, written as a fraction of the theoretical maximum amount of product (1.0 means a 100% yield; for example, 0.34 means a 34% yield).. This data is from Reaction yield outcomes from USPTO patents with 853,638 reactions. The reactants are [NH2:1][C:2]1[CH:3]=[C:4]([OH:12])[C:5](=[CH:10][CH:11]=1)[C:6]([O:8][CH3:9])=[O:7].[CH:13]1[CH:18]=[C:17]([S:19](Cl)(=[O:21])=[O:20])[CH:16]=[C:15]([C:23]([F:26])([F:25])[F:24])[CH:14]=1. No catalyst specified. The product is [OH:12][C:4]1[CH:3]=[C:2]([NH:1][S:19]([C:17]2[CH:18]=[CH:13][CH:14]=[C:15]([C:23]([F:24])([F:25])[F:26])[CH:16]=2)(=[O:21])=[O:20])[CH:11]=[CH:10][C:5]=1[C:6]([O:8][CH3:9])=[O:7]. The yield is 0.760.